From a dataset of Forward reaction prediction with 1.9M reactions from USPTO patents (1976-2016). Predict the product of the given reaction. (1) Given the reactants [NH2:1][C:2]1[CH:7]=[CH:6][C:5]([C:8]2[CH:9]([CH2:15][CH3:16])[CH2:10][C:11](=[O:14])[NH:12][N:13]=2)=[CH:4][C:3]=1[OH:17].[CH:18]([C:21]1[CH:29]=[CH:28][C:24]([C:25](Cl)=O)=[CH:23][CH:22]=1)([CH3:20])[CH3:19], predict the reaction product. The product is: [CH2:15]([CH:9]1[C:8]([C:5]2[CH:6]=[CH:7][C:2]3[N:1]=[C:25]([C:24]4[CH:28]=[CH:29][C:21]([CH:18]([CH3:20])[CH3:19])=[CH:22][CH:23]=4)[O:17][C:3]=3[CH:4]=2)=[N:13][NH:12][C:11](=[O:14])[CH2:10]1)[CH3:16]. (2) Given the reactants [CH2:1]([C@@:4]1([CH3:31])[CH2:9][C@H:8]([C:10]2[CH:15]=[CH:14][CH:13]=[C:12]([Cl:16])[CH:11]=2)[C@@H:7]([C:17]2[CH:22]=[CH:21][C:20]([Cl:23])=[CH:19][CH:18]=2)[N:6]([C@@H:24]([CH:27]2[CH2:29][CH2:28]2)[CH2:25]O)[C:5]1=[O:30])[CH:2]=[CH2:3].[CH:32]([S:35]([NH2:38])(=[O:37])=[O:36])([CH3:34])[CH3:33], predict the reaction product. The product is: [CH2:1]([C@@:4]1([CH3:31])[CH2:9][C@H:8]([C:10]2[CH:15]=[CH:14][CH:13]=[C:12]([Cl:16])[CH:11]=2)[C@@H:7]([C:17]2[CH:22]=[CH:21][C:20]([Cl:23])=[CH:19][CH:18]=2)[N:6]([C@@H:24]([CH:27]2[CH2:29][CH2:28]2)[CH2:25][NH:38][S:35]([CH:32]([CH3:34])[CH3:33])(=[O:37])=[O:36])[C:5]1=[O:30])[CH:2]=[CH2:3]. (3) The product is: [Br:1][C:2]1[CH:3]=[CH:4][C:5]([O:6][CH2:7][C:8]([N:32]([O:33][CH3:34])[CH3:31])=[O:10])=[CH:11][CH:12]=1. Given the reactants [Br:1][C:2]1[CH:12]=[CH:11][C:5]([O:6][CH2:7][C:8]([OH:10])=O)=[CH:4][CH:3]=1.CN1CCOCC1.ClC1N=C(OC)N=C(OC)N=1.[CH3:31][NH:32][O:33][CH3:34], predict the reaction product. (4) Given the reactants Br[CH2:2][C:3]1[CH:4]=[C:5]([Cl:12])[CH:6]=[C:7]([N+:9]([O-:11])=[O:10])[CH:8]=1.[CH3:13][S-:14].[Na+], predict the reaction product. The product is: [Cl:12][C:5]1[CH:6]=[C:7]([N+:9]([O-:11])=[O:10])[CH:8]=[C:3]([CH2:2][S:14][CH3:13])[CH:4]=1. (5) The product is: [Br:8][C:5]1[CH:4]=[N:3][C:2]([O:21][CH:18]2[CH2:17][O:16][CH:15]([C:9]3[CH:14]=[CH:13][CH:12]=[CH:11][CH:10]=3)[O:20][CH2:19]2)=[CH:7][N:6]=1. Given the reactants Br[C:2]1[CH:7]=[N:6][C:5]([Br:8])=[CH:4][N:3]=1.[C:9]1([CH:15]2[O:20][CH2:19][CH:18]([OH:21])[CH2:17][O:16]2)[CH:14]=[CH:13][CH:12]=[CH:11][CH:10]=1, predict the reaction product. (6) Given the reactants [F:1][C:2]([F:21])([F:20])[C:3]1[CH:8]=[CH:7][N:6]=[C:5]([NH:9][C:10]([NH:12][CH:13]([CH2:17][CH:18]=[CH2:19])[C:14](O)=[O:15])=[O:11])[CH:4]=1.C(Cl)(=O)C(Cl)=O, predict the reaction product. The product is: [CH2:17]([CH:13]1[NH:12][C:10](=[O:11])[N:9]([C:5]2[CH:4]=[C:3]([C:2]([F:21])([F:20])[F:1])[CH:8]=[CH:7][N:6]=2)[C:14]1=[O:15])[CH:18]=[CH2:19].